Task: Predict the reactants needed to synthesize the given product.. Dataset: Full USPTO retrosynthesis dataset with 1.9M reactions from patents (1976-2016) (1) Given the product [F:16][C:10]1[CH:11]=[C:12]([F:15])[CH:13]=[CH:14][C:9]=1[O:8][C:5]1([C:3]([OH:4])=[O:2])[CH2:7][CH2:6]1, predict the reactants needed to synthesize it. The reactants are: C[O:2][C:3]([C:5]1([O:8][C:9]2[CH:14]=[CH:13][C:12]([F:15])=[CH:11][C:10]=2[F:16])[CH2:7][CH2:6]1)=[O:4].[Li+].[OH-]. (2) Given the product [O:1]1[CH2:4][C:3](=[N:12][S:10]([C:6]([CH3:9])([CH3:8])[CH3:7])=[O:11])[CH2:2]1, predict the reactants needed to synthesize it. The reactants are: [O:1]1[CH2:4][C:3](=O)[CH2:2]1.[C:6]([S:10]([NH2:12])=[O:11])([CH3:9])([CH3:8])[CH3:7].C(OCC)(=O)C. (3) Given the product [F:1][C:2]1[S:6][C:5]2[CH:7]=[CH:8][CH:9]=[CH:10][C:4]=2[C:3]=1[CH:14]1[NH:13][CH:12]=[N:11][CH:16]=[CH:15]1, predict the reactants needed to synthesize it. The reactants are: [F:1][C:2]1[S:6][C:5]2[CH:7]=[CH:8][CH:9]=[CH:10][C:4]=2[CH:3]=1.[N:11]1[CH:16]=[CH:15][CH:14]=[N:13][CH:12]=1.O.